From a dataset of Full USPTO retrosynthesis dataset with 1.9M reactions from patents (1976-2016). Predict the reactants needed to synthesize the given product. (1) Given the product [CH:21]([S:25][C:26]1[CH:27]=[C:28]2[C:29]([CH:30]=[C:9]([C:1](=[O:8])[C:2]3[CH:7]=[CH:6][CH:5]=[CH:4][CH:3]=3)[C:10](=[O:11])[O:34]2)=[CH:32][CH:33]=1)([CH2:23][CH3:24])[CH3:22], predict the reactants needed to synthesize it. The reactants are: [C:1]([CH2:9][C:10](OCC)=[O:11])(=[O:8])[C:2]1[CH:7]=[CH:6][CH:5]=[CH:4][CH:3]=1.N1CCCCC1.[CH:21]([S:25][C:26]1[CH:33]=[CH:32][C:29]([CH:30]=O)=[C:28]([OH:34])[CH:27]=1)([CH2:23][CH3:24])[CH3:22]. (2) The reactants are: C([N:8]1[CH2:22][CH2:21][C:11]2([C:19]3[C:14](=[N:15][CH:16]=[CH:17][CH:18]=3)[N:13]([CH3:20])[CH2:12]2)[CH2:10][CH2:9]1)C1C=CC=CC=1.ClC(OC(Cl)C)=O. Given the product [CH3:20][N:13]1[C:14]2=[N:15][CH:16]=[CH:17][CH:18]=[C:19]2[C:11]2([CH2:21][CH2:22][NH:8][CH2:9][CH2:10]2)[CH2:12]1, predict the reactants needed to synthesize it. (3) Given the product [CH3:12][O:13][C:14]1[CH:19]=[C:18]([O:20][C:21]([F:24])([F:22])[F:23])[CH:17]=[CH:16][C:15]=1[C:25]1[C:30]([CH3:31])=[CH:29][C:28]([N+:32]([O-:34])=[O:33])=[CH:27][N+:26]=1[O-:9], predict the reactants needed to synthesize it. The reactants are: C1C=C(Cl)C=C(C(OO)=[O:9])C=1.[CH3:12][O:13][C:14]1[CH:19]=[C:18]([O:20][C:21]([F:24])([F:23])[F:22])[CH:17]=[CH:16][C:15]=1[C:25]1[C:30]([CH3:31])=[CH:29][C:28]([N+:32]([O-:34])=[O:33])=[CH:27][N:26]=1. (4) Given the product [C:1]([O:8][C:9]1[CH:14]=[CH:13][C:12]([C:15]2[CH:20]=[CH:19][CH:18]=[CH:17][CH:16]=2)=[CH:11][C:10]=1[CH2:21][CH2:22][CH3:23])(=[O:3])[CH3:2], predict the reactants needed to synthesize it. The reactants are: [C:1](OC(=O)C)(=[O:3])[CH3:2].[OH:8][C:9]1[CH:14]=[CH:13][C:12]([C:15]2[CH:20]=[CH:19][CH:18]=[CH:17][CH:16]=2)=[CH:11][C:10]=1[CH2:21][CH2:22][CH3:23].N1C=CC=CC=1. (5) Given the product [F:15][C@H:16]1[C@@H:21]([OH:22])[CH2:20][CH2:19][N:18]([C:23]([O:25][CH2:26][C:27]2[CH:32]=[CH:31][CH:30]=[CH:29][CH:28]=2)=[O:24])[CH2:17]1, predict the reactants needed to synthesize it. The reactants are: CCC(C)[BH-](C(C)CC)C(C)CC.[Li+].[F:15][CH:16]1[C:21](=[O:22])[CH2:20][CH2:19][N:18]([C:23]([O:25][CH2:26][C:27]2[CH:32]=[CH:31][CH:30]=[CH:29][CH:28]=2)=[O:24])[CH2:17]1. (6) Given the product [F:1][C:2]1[CH:3]=[C:4]([C@H:8]2[CH2:12][N:11]([CH2:13][C:14]([F:15])([F:16])[F:17])[CH2:10][C@@H:9]2[NH:18][C:31]([NH:30][C:29]2[N:25]([C:19]3[CH:20]=[CH:21][CH:22]=[CH:23][CH:24]=3)[N:26]=[C:27]3[CH2:42][CH2:41][CH2:40][C:28]=23)=[O:32])[CH:5]=[CH:6][CH:7]=1, predict the reactants needed to synthesize it. The reactants are: [F:1][C:2]1[CH:3]=[C:4]([C@H:8]2[CH2:12][N:11]([CH2:13][C:14]([F:17])([F:16])[F:15])[CH2:10][C@@H:9]2[NH2:18])[CH:5]=[CH:6][CH:7]=1.[C:19]1([N:25]2[C:29]([NH:30][C:31](=O)[O:32]C3C=CC=CC=3)=[C:28]3[CH2:40][CH2:41][CH2:42][C:27]3=[N:26]2)[CH:24]=[CH:23][CH:22]=[CH:21][CH:20]=1.CCN(C(C)C)C(C)C.